Dataset: Full USPTO retrosynthesis dataset with 1.9M reactions from patents (1976-2016). Task: Predict the reactants needed to synthesize the given product. Given the product [CH3:1][O:2][C:33]1[CH:34]=[CH:35][C:29]2[S:28][C:27]([C:24]3[CH:23]=[CH:22][C:21]([NH:20][CH3:19])=[N:26][CH:25]=3)=[N:31][C:30]=2[CH:32]=1, predict the reactants needed to synthesize it. The reactants are: [CH3:1][O:2]C1C=CC2N=C(C3C=CC(N)=NC=3)SC=2C=1.[CH3:19][NH:20][C:21]1[N:26]=[CH:25][C:24]([C:27]2[S:28][C:29]3[CH:35]=[C:34](O)[CH:33]=[CH:32][C:30]=3[N:31]=2)=[CH:23][CH:22]=1.